The task is: Predict the reaction yield, written as a fraction of the theoretical maximum amount of product (1.0 means a 100% yield; for example, 0.34 means a 34% yield).. This data is from Reaction yield outcomes from USPTO patents with 853,638 reactions. The product is [O:6]=[CH:1][C@@H:31]([C@H:30]([C@@H:29]([C@@H:28]([CH2:27][OH:26])[OH:32])[OH:44])[OH:43])[OH:71]. The yield is 0.820. The catalyst is C(O)C. The reactants are [CH2:1]([OH:6])CCCC.C(SCCNC(=O)CCNC(=O)[C@H](O)C(C)(C)COP(O)(=O)OP(O)(=O)[O:26][CH2:27][C@H:28]1[O:32][C@@H:31](N2C3N=CN=C(N)C=3N=C2)[C@H:30]([OH:43])[C@@H:29]1[O:44]P(O)(O)=O)(=O)C.C1N=C(N)C2N=CN([C@@H]3[O:71][C@H](COP(OP(OC[C@H]4O[C@@H](N5C=C(C(N)=O)CC=C5)[C@H](O)[C@@H]4O)(O)=O)(O)=O)[C@@H](O)[C@H]3O)C=2N=1.